From a dataset of Forward reaction prediction with 1.9M reactions from USPTO patents (1976-2016). Predict the product of the given reaction. (1) Given the reactants [OH:1][CH:2]([CH2:15][OH:16])[CH2:3][NH:4][C:5](=[O:14])[O:6][CH2:7][C:8]1[CH:13]=[CH:12][CH:11]=[CH:10][CH:9]=1.[CH3:17][C:18]([Si:21](Cl)([CH3:23])[CH3:22])([CH3:20])[CH3:19].N1C=CN=C1.C1(C)C=CC(S(O)(=O)=O)=CC=1, predict the reaction product. The product is: [Si:21]([O:1][CH:2]([CH2:15][OH:16])[CH2:3][NH:4][C:5](=[O:14])[O:6][CH2:7][C:8]1[CH:13]=[CH:12][CH:11]=[CH:10][CH:9]=1)([C:18]([CH3:20])([CH3:19])[CH3:17])([CH3:23])[CH3:22]. (2) The product is: [F:18][C:17]1[C:12]2[N:13]([C:9]([C:4]3[CH:5]=[CH:6][C:7]([F:8])=[C:2]([C:29]4[CH:30]=[CH:31][CH:32]=[CH:33][C:28]=4[N:23]4[CH:27]=[CH:26][CH:25]=[N:24]4)[CH:3]=3)=[CH:10][N:11]=2)[CH:14]=[CH:15][C:16]=1[C:19]([OH:22])([CH3:21])[CH3:20]. Given the reactants Cl[C:2]1[CH:3]=[C:4]([C:9]2[N:13]3[CH:14]=[CH:15][C:16]([C:19]([OH:22])([CH3:21])[CH3:20])=[C:17]([F:18])[C:12]3=[N:11][CH:10]=2)[CH:5]=[CH:6][C:7]=1[F:8].[N:23]1([C:28]2[CH:33]=[CH:32][CH:31]=[CH:30][C:29]=2B(O)O)[CH:27]=[CH:26][CH:25]=[N:24]1, predict the reaction product. (3) Given the reactants [N:1]([C@H:4]([CH3:8])[C:5](O)=[O:6])=[N+:2]=[N-:3].S(Cl)(Cl)=O.[NH2:13][C:14]1[C:15]([Cl:21])=[N:16][C:17]([Cl:20])=[CH:18][CH:19]=1.O, predict the reaction product. The product is: [N:1]([C@H:4]([CH3:8])[C:5]([NH:13][C:14]1[C:15]([Cl:21])=[N:16][C:17]([Cl:20])=[CH:18][CH:19]=1)=[O:6])=[N+:2]=[N-:3]. (4) Given the reactants [CH3:1][O:2][C:3]1[CH:9]=[CH:8][CH:7]=[C:5]([OH:6])[CH:4]=1.[OH:10][C:11]1[CH:16]=[CH:15][C:14]([CH2:17][C:18](O)=[O:19])=[CH:13][C:12]=1[O:21][CH3:22].C([O-])(=O)C.[Na+], predict the reaction product. The product is: [OH:6][C:5]1[CH:4]=[C:3]([O:2][CH3:1])[CH:9]=[CH:8][C:7]=1[C:18](=[O:19])[CH2:17][C:14]1[CH:15]=[CH:16][C:11]([OH:10])=[C:12]([O:21][CH3:22])[CH:13]=1. (5) Given the reactants [Se](=O)=[O:2].[CH3:4][O:5][CH2:6][O:7][C:8]1[C:17]([C:18]#[N:19])=[C:16]2[C:11]([CH:12]=[CH:13][C:14]([CH3:20])=[N:15]2)=[CH:10][CH:9]=1, predict the reaction product. The product is: [CH:20]([C:14]1[CH:13]=[CH:12][C:11]2[C:16](=[C:17]([C:18]#[N:19])[C:8]([O:7][CH2:6][O:5][CH3:4])=[CH:9][CH:10]=2)[N:15]=1)=[O:2]. (6) Given the reactants [CH3:1][O:2][C:3]1[CH:8]=[C:7]([CH3:9])[C:6]([S:10]([N:13]([CH2:15][CH2:16][O:17][CH2:18][C:19]([OH:21])=O)[CH3:14])(=[O:12])=[O:11])=[C:5]([CH3:22])[CH:4]=1.[ClH:23].Cl.[N:25]1[CH:30]=[CH:29][CH:28]=[C:27]([CH2:31][C:32]2([OH:38])[CH2:37][CH2:36][NH:35][CH2:34][CH2:33]2)[CH:26]=1.C(=O)(O)[O-].[Na+].Cl.CCOCC.N1C=CC=C(C2(O)CCNCC2)C=1.N1C=CC(C2(O)CCNCC2)=CC=1.S1C=CC=C1C1(O)CCNCC1.N1CCCCC1=O, predict the reaction product. The product is: [ClH:23].[OH:38][C:32]1([CH2:31][C:27]2[CH:26]=[N:25][CH:30]=[CH:29][CH:28]=2)[CH2:37][CH2:36][N:35]([C:19](=[O:21])[CH2:18][O:17][CH2:16][CH2:15][N:13]([CH3:14])[S:10]([C:6]2[C:5]([CH3:22])=[CH:4][C:3]([O:2][CH3:1])=[CH:8][C:7]=2[CH3:9])(=[O:11])=[O:12])[CH2:34][CH2:33]1. (7) Given the reactants [F:1][C:2]1[CH:3]=[C:4]([C:8]2[N:13]=[C:12]([CH3:14])[C:11]([C:15]([OH:17])=O)=[CH:10][N:9]=2)[CH:5]=[CH:6][CH:7]=1.[F:18][C:19]([F:31])([F:30])[C:20]1[CH:28]=[C:27]2[C:23]([CH:24]=[CH:25][N:26]2[NH2:29])=[CH:22][CH:21]=1.C[N+]1(C2N=C(OC)N=C(OC)N=2)CCOCC1.[Cl-], predict the reaction product. The product is: [F:31][C:19]([F:18])([F:30])[C:20]1[CH:28]=[C:27]2[C:23]([CH:24]=[CH:25][N:26]2[NH:29][C:15]([C:11]2[C:12]([CH3:14])=[N:13][C:8]([C:4]3[CH:5]=[CH:6][CH:7]=[C:2]([F:1])[CH:3]=3)=[N:9][CH:10]=2)=[O:17])=[CH:22][CH:21]=1.